Dataset: Full USPTO retrosynthesis dataset with 1.9M reactions from patents (1976-2016). Task: Predict the reactants needed to synthesize the given product. Given the product [F:17][C:12]1[CH:13]=[CH:14][CH:15]=[CH:16][C:11]=1[C:9](=[O:10])[C:3](=[N:1][NH2:2])[C:4]([O:6][CH2:7][CH3:8])=[O:5], predict the reactants needed to synthesize it. The reactants are: [N+:1](=[C:3]([C:9]([C:11]1[CH:16]=[CH:15][CH:14]=[CH:13][C:12]=1[F:17])=[O:10])[C:4]([O:6][CH2:7][CH3:8])=[O:5])=[N-:2].C(P(CCCC)CCCC)CCC.